Dataset: Experimentally validated miRNA-target interactions with 360,000+ pairs, plus equal number of negative samples. Task: Binary Classification. Given a miRNA mature sequence and a target amino acid sequence, predict their likelihood of interaction. The miRNA is hsa-miR-378a-3p with sequence ACUGGACUUGGAGUCAGAAGGC. The protein sequence of the target gene is MMKSQGLVSFKDVAVDFTQEEWQQLDPSQRTLYRDVMLENYSHLVSMGYPVSKPDVISKLEQGEEPWIIKGDISNWIYPDEYQADGRQDRKSNLHNSQSCILGTVSFHHKILKGVTRDGSLCSILKVCQGDGQLQRFLENQDKLFRQVTFVNSKTVTEASGHKYNPLGKIFQECIETDISIQRFHKYDAFKKNLKPNIDLPSCYKSNSRKKPDQSFGGGKSSSQSEPNSNLEKIHNGVIPFDDNQCGNVFRNTQSLIQYQNVETKEKSCVCVTCGKAFAKKSQLIVHQRIHTGKKPYDCG.... Result: 0 (no interaction).